This data is from Forward reaction prediction with 1.9M reactions from USPTO patents (1976-2016). The task is: Predict the product of the given reaction. (1) Given the reactants [Cl:1][C:2]1[CH:3]=[C:4]([S:9](Cl)(=[O:11])=[O:10])[CH:5]=[CH:6][C:7]=1[F:8].C(N(CC)CC)C.[NH2:20][C:21]1[S:25][N:24]=[CH:23][N:22]=1, predict the reaction product. The product is: [Cl:1][C:2]1[CH:3]=[C:4]([S:9]([NH:20][C:21]2[S:25][N:24]=[CH:23][N:22]=2)(=[O:11])=[O:10])[CH:5]=[CH:6][C:7]=1[F:8]. (2) Given the reactants [CH:1](=O)[C:2]1[CH:7]=[CH:6][CH:5]=[CH:4][CH:3]=1.[CH3:9][C:10]1([CH3:18])[O:15][C:14](=[O:16])[CH2:13][C:12](=[O:17])[O:11]1, predict the reaction product. The product is: [CH:1](=[C:13]1[C:14](=[O:16])[O:15][C:10]([CH3:18])([CH3:9])[O:11][C:12]1=[O:17])[C:2]1[CH:7]=[CH:6][CH:5]=[CH:4][CH:3]=1. (3) Given the reactants C[O:2][C:3]1[CH:4]=[C:5]([C:9]2[C:10]([C:31]3[CH:36]=[CH:35][N:34]=[CH:33][CH:32]=3)=[N:11][N:12]3[C:17]([CH:18]4[CH2:24][CH:23]5[N:25]([C:26]([O:28][CH2:29][CH3:30])=[O:27])[CH:20]([CH2:21][CH2:22]5)[CH2:19]4)=[CH:16][CH:15]=[N:14][C:13]=23)[CH:6]=[CH:7][CH:8]=1.B(Br)(Br)Br, predict the reaction product. The product is: [OH:2][C:3]1[CH:4]=[C:5]([C:9]2[C:10]([C:31]3[CH:36]=[CH:35][N:34]=[CH:33][CH:32]=3)=[N:11][N:12]3[C:17]([CH:18]4[CH2:24][CH:23]5[N:25]([C:26]([O:28][CH2:29][CH3:30])=[O:27])[CH:20]([CH2:21][CH2:22]5)[CH2:19]4)=[CH:16][CH:15]=[N:14][C:13]=23)[CH:6]=[CH:7][CH:8]=1.